Dataset: Catalyst prediction with 721,799 reactions and 888 catalyst types from USPTO. Task: Predict which catalyst facilitates the given reaction. (1) Reactant: [Cl:1][C:2]1[CH:3]=[C:4]([OH:13])[CH:5]=[N:6][C:7]=1[O:8][CH2:9][CH:10]([CH3:12])[CH3:11].C(=O)([O-])[O-].[K+].[K+].F[C:21]1[CH:28]=[CH:27][C:24]([C:25]#[N:26])=[CH:23][CH:22]=1. Product: [Cl:1][C:2]1[CH:3]=[C:4]([O:13][C:21]2[CH:28]=[CH:27][C:24]([C:25]#[N:26])=[CH:23][CH:22]=2)[CH:5]=[N:6][C:7]=1[O:8][CH2:9][CH:10]([CH3:11])[CH3:12]. The catalyst class is: 197. (2) Reactant: [C:1]([OH:8])(=[O:7])/[CH:2]=[CH:3]/[CH:4]=[CH:5]/[CH3:6].C(=O)([O-])[O-].[Zn+2:13].C(=O)=O. Product: [C:1]([O-:8])(=[O:7])/[CH:2]=[CH:3]/[CH:4]=[CH:5]/[CH3:6].[Zn+2:13].[C:1]([O-:8])(=[O:7])/[CH:2]=[CH:3]/[CH:4]=[CH:5]/[CH3:6]. The catalyst class is: 8. (3) Reactant: [CH3:1][O:2][C:3]1[CH:12]=[C:11]([O:13][CH3:14])[CH:10]=[C:9]2[C:4]=1[C:5](=[O:28])[N:6]=[C:7]([C:16]1[CH:21]=[C:20]([CH3:22])[C:19]([O:23]C(=O)C)=[C:18]([CH3:27])[CH:17]=1)[N:8]2[CH3:15].[OH-].[Na+]. Product: [OH:23][C:19]1[C:20]([CH3:22])=[CH:21][C:16]([C:7]2[N:8]([CH3:15])[C:9]3[C:4]([C:5](=[O:28])[N:6]=2)=[C:3]([O:2][CH3:1])[CH:12]=[C:11]([O:13][CH3:14])[CH:10]=3)=[CH:17][C:18]=1[CH3:27]. The catalyst class is: 8. (4) Reactant: [F:1][C:2]([F:13])([F:12])[C:3]1[CH:11]=[CH:10][C:6]([C:7](=[S:9])[NH2:8])=[CH:5][CH:4]=1.Br[CH2:15][C:16](=O)[C:17]([O:19][CH2:20][CH3:21])=[O:18]. Product: [F:13][C:2]([F:12])([F:1])[C:3]1[CH:11]=[CH:10][C:6]([C:7]2[S:9][CH:15]=[C:16]([C:17]([O:19][CH2:20][CH3:21])=[O:18])[N:8]=2)=[CH:5][CH:4]=1. The catalyst class is: 56. (5) Reactant: [N-:1]=[N+:2]=[N-:3].[Na+].[Na+].[I-].CS(O[CH2:12][CH:13]1[O:18][CH2:17][CH2:16][N:15]([C:19]([O:21][C:22]([CH3:25])([CH3:24])[CH3:23])=[O:20])[CH2:14]1)(=O)=O. Product: [N:1]([CH2:12][CH:13]1[O:18][CH2:17][CH2:16][N:15]([C:19]([O:21][C:22]([CH3:23])([CH3:25])[CH3:24])=[O:20])[CH2:14]1)=[N+:2]=[N-:3]. The catalyst class is: 18. (6) Reactant: [F:1][C:2]1[CH:3]=[C:4]([CH:8]([C:19]2[CH:24]=[CH:23][CH:22]=[C:21]([F:25])[CH:20]=2)[N:9]2[CH:14]=[CH:13][CH:12]=[C:11]([C:15](O)=[O:16])[C:10]2=[O:18])[CH:5]=[CH:6][CH:7]=1.[NH2:26][C@@H:27]([CH2:35][CH2:36][CH2:37][NH:38][C:39]([NH:41][S:42]([C:45]1[C:46]([CH3:59])=[C:47]2[C:52](=[C:53]([CH3:56])[C:54]=1[CH3:55])[O:51][C:50]([CH3:58])([CH3:57])[CH2:49][CH2:48]2)(=[O:44])=[O:43])=[NH:40])[C:28]([O:30][C:31]([CH3:34])([CH3:33])[CH3:32])=[O:29].CN(C(ON1N=NC2C=CC=CC1=2)=[N+](C)C)C.F[P-](F)(F)(F)(F)F.CCN(C(C)C)C(C)C. Product: [F:25][C:21]1[CH:20]=[C:19]([CH:8]([C:4]2[CH:5]=[CH:6][CH:7]=[C:2]([F:1])[CH:3]=2)[N:9]2[CH:14]=[CH:13][CH:12]=[C:11]([C:15]([NH:26][C@@H:27]([CH2:35][CH2:36][CH2:37][NH:38][C:39]([NH:41][S:42]([C:45]3[C:46]([CH3:59])=[C:47]4[C:52](=[C:53]([CH3:56])[C:54]=3[CH3:55])[O:51][C:50]([CH3:58])([CH3:57])[CH2:49][CH2:48]4)(=[O:43])=[O:44])=[NH:40])[C:28]([O:30][C:31]([CH3:32])([CH3:33])[CH3:34])=[O:29])=[O:16])[C:10]2=[O:18])[CH:24]=[CH:23][CH:22]=1. The catalyst class is: 3.